Dataset: NCI-60 drug combinations with 297,098 pairs across 59 cell lines. Task: Regression. Given two drug SMILES strings and cell line genomic features, predict the synergy score measuring deviation from expected non-interaction effect. (1) Drug 1: C1CN1C2=NC(=NC(=N2)N3CC3)N4CC4. Drug 2: COCCOC1=C(C=C2C(=C1)C(=NC=N2)NC3=CC=CC(=C3)C#C)OCCOC.Cl. Cell line: MOLT-4. Synergy scores: CSS=28.0, Synergy_ZIP=-5.34, Synergy_Bliss=-11.4, Synergy_Loewe=-30.7, Synergy_HSA=-11.9. (2) Drug 1: C1=NNC2=C1C(=O)NC=N2. Drug 2: CC1C(C(CC(O1)OC2CC(CC3=C2C(=C4C(=C3O)C(=O)C5=C(C4=O)C(=CC=C5)OC)O)(C(=O)CO)O)N)O.Cl. Cell line: SF-295. Synergy scores: CSS=42.7, Synergy_ZIP=0.463, Synergy_Bliss=0.229, Synergy_Loewe=-23.0, Synergy_HSA=1.37. (3) Synergy scores: CSS=28.0, Synergy_ZIP=-14.6, Synergy_Bliss=-11.8, Synergy_Loewe=-10.4, Synergy_HSA=-6.71. Drug 1: CC1=C2C(C(=O)C3(C(CC4C(C3C(C(C2(C)C)(CC1OC(=O)C(C(C5=CC=CC=C5)NC(=O)OC(C)(C)C)O)O)OC(=O)C6=CC=CC=C6)(CO4)OC(=O)C)OC)C)OC. Cell line: SK-MEL-5. Drug 2: C1=C(C(=O)NC(=O)N1)N(CCCl)CCCl. (4) Drug 1: C1=CN(C(=O)N=C1N)C2C(C(C(O2)CO)O)O.Cl. Drug 2: C1C(C(OC1N2C=NC(=NC2=O)N)CO)O. Cell line: HL-60(TB). Synergy scores: CSS=39.7, Synergy_ZIP=0.991, Synergy_Bliss=4.24, Synergy_Loewe=3.68, Synergy_HSA=6.82.